This data is from Reaction yield outcomes from USPTO patents with 853,638 reactions. The task is: Predict the reaction yield, written as a fraction of the theoretical maximum amount of product (1.0 means a 100% yield; for example, 0.34 means a 34% yield). (1) The reactants are C([N:8]1[CH2:12][CH2:11][CH:10]([NH:13][C:14]2[N:23]=[C:22]([N:24]([CH3:26])[CH3:25])[C:21]3[C:16](=[CH:17][CH:18]=[CH:19][CH:20]=3)[N:15]=2)[CH2:9]1)C1C=CC=CC=1. The catalyst is CO.[OH-].[OH-].[Pd+2]. The product is [CH3:25][N:24]([CH3:26])[C:22]1[C:21]2[C:16](=[CH:17][CH:18]=[CH:19][CH:20]=2)[N:15]=[C:14]([NH:13][CH:10]2[CH2:11][CH2:12][NH:8][CH2:9]2)[N:23]=1. The yield is 0.930. (2) The catalyst is C(O)(=O)C.O. The product is [CH2:23]([O:22][C:19]1[C:20]([CH3:21])=[C:15]([CH:13]([P:6](=[O:5])([OH:12])[OH:7])[OH:14])[CH:16]=[N:17][C:18]=1[CH3:30])[C:24]1[CH:25]=[CH:26][CH:27]=[CH:28][CH:29]=1. The reactants are C([O:5][P:6]([CH:13]([C:15]1[CH:16]=[N:17][C:18]([CH3:30])=[C:19]([O:22][CH2:23][C:24]2[CH:29]=[CH:28][CH:27]=[CH:26][CH:25]=2)[C:20]=1[CH3:21])[OH:14])(=[O:12])[O:7]C(C)(C)C)(C)(C)C. The yield is 0.680. (3) The reactants are [OH-].[Na+].C[O:4][C:5]([C:7]1([NH:13][C:14]([C:16]2[CH:20]=[CH:19][O:18][CH:17]=2)=[O:15])[CH2:12][CH2:11][CH2:10][CH2:9][CH2:8]1)=[O:6].CCOCC. The catalyst is O1CCCC1. The product is [O:18]1[CH:19]=[CH:20][C:16]([C:14]([NH:13][C:7]2([C:5]([OH:6])=[O:4])[CH2:12][CH2:11][CH2:10][CH2:9][CH2:8]2)=[O:15])=[CH:17]1. The yield is 0.970. (4) The reactants are [C:1]1([C:7]2[CH:8]=[C:9]([C:13]3[N:22]=[C:21]([NH:23][C:24]4[CH:25]=[C:26]5[C:30](=[CH:31][CH:32]=4)[N:29](C([O-])=O)[N:28]=[CH:27]5)[C:20]4[C:15](=[CH:16][C:17]([O:47][CH3:48])=[C:18]([O:36][CH2:37][CH2:38][N:39]5[CH2:45][CH2:44][CH2:43][N:42]([CH3:46])[CH2:41][CH2:40]5)[CH:19]=4)[N:14]=3)[CH:10]=[CH:11][CH:12]=2)[CH:6]=[CH:5][CH:4]=[CH:3][CH:2]=1.Cl. The catalyst is C(Cl)Cl.O1CCOCC1. The product is [C:1]1([C:7]2[CH:8]=[C:9]([C:13]3[N:22]=[C:21]([NH:23][C:24]4[CH:25]=[C:26]5[C:30](=[CH:31][CH:32]=4)[NH:29][N:28]=[CH:27]5)[C:20]4[C:15](=[CH:16][C:17]([O:47][CH3:48])=[C:18]([O:36][CH2:37][CH2:38][N:39]5[CH2:45][CH2:44][CH2:43][N:42]([CH3:46])[CH2:41][CH2:40]5)[CH:19]=4)[N:14]=3)[CH:10]=[CH:11][CH:12]=2)[CH:6]=[CH:5][CH:4]=[CH:3][CH:2]=1. The yield is 0.260.